From a dataset of Reaction yield outcomes from USPTO patents with 853,638 reactions. Predict the reaction yield, written as a fraction of the theoretical maximum amount of product (1.0 means a 100% yield; for example, 0.34 means a 34% yield). (1) The reactants are [Cl:1][C:2]1[C:3]([F:12])=[C:4]([C:8]([F:11])=[CH:9][CH:10]=1)[C:5](Cl)=[O:6].[CH3:13][N:14]([CH3:28])[CH:15]1[CH2:20][CH2:19][C:18]([C:21]2[CH:22]=[C:23]([NH2:27])[CH:24]=[CH:25][CH:26]=2)=[CH:17][CH2:16]1. No catalyst specified. The product is [ClH:1].[Cl:1][C:2]1[C:3]([F:12])=[C:4]([C:8]([F:11])=[CH:9][CH:10]=1)[C:5]([NH:27][C:23]1[CH:24]=[CH:25][CH:26]=[C:21]([C:18]2[CH2:19][CH2:20][CH:15]([N:14]([CH3:28])[CH3:13])[CH2:16][CH:17]=2)[CH:22]=1)=[O:6]. The yield is 0.760. (2) The reactants are [NH2:1][CH:2]([C:9]1[CH:14]=[CH:13][CH:12]=[CH:11][CH:10]=1)[C:3]1[CH:8]=[CH:7][CH:6]=[CH:5][CH:4]=1.Cl[CH2:16]/[CH:17]=[CH:18]\[CH2:19]Cl. The catalyst is ClCCl. The product is [CH:2]([N:1]1[CH2:19][CH:18]=[CH:17][CH2:16]1)([C:3]1[CH:8]=[CH:7][CH:6]=[CH:5][CH:4]=1)[C:9]1[CH:14]=[CH:13][CH:12]=[CH:11][CH:10]=1. The yield is 0.430. (3) The reactants are [C:1]([O:5][C:6]([N:8]1[CH2:13][CH2:12][C:11]([CH3:17])([C:14]([OH:16])=O)[CH2:10][CH2:9]1)=[O:7])([CH3:4])([CH3:3])[CH3:2].N1C=CC=CC=1.C(Cl)(=O)C(Cl)=O.[NH2:30][C:31]1[CH:32]=[C:33]([S:37]([NH2:40])(=[O:39])=[O:38])[CH:34]=[CH:35][CH:36]=1. The catalyst is ClC(Cl)C.CN(C=O)C.ClCCl. The product is [CH3:17][C:11]1([C:14](=[O:16])[NH:30][C:31]2[CH:36]=[CH:35][CH:34]=[C:33]([S:37](=[O:39])(=[O:38])[NH2:40])[CH:32]=2)[CH2:10][CH2:9][N:8]([C:6]([O:5][C:1]([CH3:2])([CH3:3])[CH3:4])=[O:7])[CH2:13][CH2:12]1. The yield is 0.400. (4) The reactants are [CH3:1][O:2][C:3]1[CH:21]=[CH:20][C:6]([CH2:7][N:8]2[C:17]3[C:12](=[N:13][CH:14]=[C:15](Br)[CH:16]=3)[CH:11]=[CH:10][C:9]2=[O:19])=[CH:5][CH:4]=1.Cl.[NH:23]1[CH2:26][CH:25]([OH:27])[CH2:24]1.C([O-])([O-])=O.[Cs+].[Cs+]. The catalyst is O1CCOCC1.C1C=CC(/C=C/C(/C=C/C2C=CC=CC=2)=O)=CC=1.C1C=CC(/C=C/C(/C=C/C2C=CC=CC=2)=O)=CC=1.C1C=CC(/C=C/C(/C=C/C2C=CC=CC=2)=O)=CC=1.[Pd].[Pd].CC1(C)C2C(=C(P(C3C=CC=CC=3)C3C=CC=CC=3)C=CC=2)OC2C(P(C3C=CC=CC=3)C3C=CC=CC=3)=CC=CC1=2. The product is [CH3:1][O:2][C:3]1[CH:21]=[CH:20][C:6]([CH2:7][N:8]2[C:17]3[C:12](=[N:13][CH:14]=[C:15]([N:23]4[CH2:26][CH:25]([OH:27])[CH2:24]4)[CH:16]=3)[CH:11]=[CH:10][C:9]2=[O:19])=[CH:5][CH:4]=1. The yield is 0.910. (5) The reactants are [N:1]1[C:10]2[C:5](=[CH:6][CH:7]=[CH:8][CH:9]=2)[C:4]([O:11][CH2:12][CH2:13][CH2:14][CH2:15][CH2:16][O:17][C:18]2[C:19](=[O:26])[CH:20]=[C:21]([CH2:24][OH:25])[O:22][CH:23]=2)=[N:3][CH:2]=1.C(N(CC)CC)C.[CH3:34][S:35](Cl)(=[O:37])=[O:36]. The catalyst is C(Cl)Cl. The product is [CH3:34][S:35]([O:25][CH2:24][C:21]1[O:22][CH:23]=[C:18]([O:17][CH2:16][CH2:15][CH2:14][CH2:13][CH2:12][O:11][C:4]2[C:5]3[C:10](=[CH:9][CH:8]=[CH:7][CH:6]=3)[N:1]=[CH:2][N:3]=2)[C:19](=[O:26])[CH:20]=1)(=[O:37])=[O:36]. The yield is 0.990.